From a dataset of Reaction yield outcomes from USPTO patents with 853,638 reactions. Predict the reaction yield, written as a fraction of the theoretical maximum amount of product (1.0 means a 100% yield; for example, 0.34 means a 34% yield). (1) The reactants are [CH3:1][C:2]1[C:7]([CH3:8])=[CH:6][C:5]([CH3:9])=[C:4]([CH3:10])[C:3]=1[OH:11].[Br:12]Br. The catalyst is C(O)(=O)C. The product is [Br:12][C:6]1[C:5]([CH3:9])=[C:4]([CH3:10])[C:3]([OH:11])=[C:2]([CH3:1])[C:7]=1[CH3:8]. The yield is 0.660. (2) The reactants are [C:1]([C:3]1[CH:4]=[C:5]([NH2:9])[CH:6]=[CH:7][CH:8]=1)#[CH:2].[C:10]1([CH2:16][CH2:17][CH:18]=O)[CH:15]=[CH:14][CH:13]=[CH:12][CH:11]=1.C(O)(=O)C.C(O[BH-](OC(=O)C)OC(=O)C)(=O)C.[Na+].C(=O)(O)[O-].[Na+]. The catalyst is ClCCCl.C(OCC)C. The product is [C:10]1([CH2:16][CH2:17][CH2:18][NH:9][C:5]2[CH:6]=[CH:7][CH:8]=[C:3]([C:1]#[CH:2])[CH:4]=2)[CH:15]=[CH:14][CH:13]=[CH:12][CH:11]=1. The yield is 0.420. (3) The reactants are [CH2:1]([S:3][C:4]1[C:9]([C:10](O)=[O:11])=[C:8]([C:13]([F:16])([F:15])[F:14])[CH:7]=[C:6]([N:17]2[CH2:22][CH2:21][O:20][CH2:19][CH2:18]2)[N:5]=1)[CH3:2].CN(C(ON1N=NC2C=CC=NC1=2)=[N+](C)C)C.F[P-](F)(F)(F)(F)F.CCN(CC)CC.[F:54][C:55]1[CH:56]=[C:57]([CH:60]=[CH:61][CH:62]=1)[CH2:58][NH2:59]. The catalyst is C1COCC1. The product is [CH2:1]([S:3][C:4]1[C:9]([C:10]([NH:59][CH2:58][C:57]2[CH:60]=[CH:61][CH:62]=[C:55]([F:54])[CH:56]=2)=[O:11])=[C:8]([C:13]([F:15])([F:14])[F:16])[CH:7]=[C:6]([N:17]2[CH2:22][CH2:21][O:20][CH2:19][CH2:18]2)[N:5]=1)[CH3:2]. The yield is 0.260.